From a dataset of Full USPTO retrosynthesis dataset with 1.9M reactions from patents (1976-2016). Predict the reactants needed to synthesize the given product. Given the product [Cl:1][C:2]1[CH:7]=[CH:6][CH:5]=[CH:4][C:3]=1[C:8]1[C:28](=[O:29])[N:27]([CH3:30])[C:11]2[N:12]=[C:13]([NH:16][C:17]3[CH:26]=[CH:25][CH:24]=[C:23]4[C:18]=3[CH2:19][CH2:20][N:21]([C:34]([C:33](=[CH:37][CH:38]3[CH2:40][CH2:39]3)[C:31]#[N:32])=[O:35])[CH2:22]4)[N:14]=[CH:15][C:10]=2[CH:9]=1, predict the reactants needed to synthesize it. The reactants are: [Cl:1][C:2]1[CH:7]=[CH:6][CH:5]=[CH:4][C:3]=1[C:8]1[C:28](=[O:29])[N:27]([CH3:30])[C:11]2[N:12]=[C:13]([NH:16][C:17]3[CH:26]=[CH:25][CH:24]=[C:23]4[C:18]=3[CH2:19][CH2:20][NH:21][CH2:22]4)[N:14]=[CH:15][C:10]=2[CH:9]=1.[C:31]([C:33](=[CH:37][CH:38]1[CH2:40][CH2:39]1)[C:34](O)=[O:35])#[N:32].CN(C(ON1N=NC2C=CC=NC1=2)=[N+](C)C)C.F[P-](F)(F)(F)(F)F.CCN(C(C)C)C(C)C.